Dataset: Full USPTO retrosynthesis dataset with 1.9M reactions from patents (1976-2016). Task: Predict the reactants needed to synthesize the given product. (1) Given the product [CH3:29][O:28][C:25]1[CH:26]=[CH:27][C:22]([C:20]#[C:21][C:2]2[CH:19]=[CH:18][C:5]([O:6][CH2:7][C:8]3[CH:17]=[CH:16][C:15]4[C:10](=[CH:11][CH:12]=[CH:13][CH:14]=4)[N:9]=3)=[CH:4][CH:3]=2)=[CH:23][CH:24]=1, predict the reactants needed to synthesize it. The reactants are: I[C:2]1[CH:19]=[CH:18][C:5]([O:6][CH2:7][C:8]2[CH:17]=[CH:16][C:15]3[C:10](=[CH:11][CH:12]=[CH:13][CH:14]=3)[N:9]=2)=[CH:4][CH:3]=1.[C:20]([C:22]1[CH:27]=[CH:26][C:25]([O:28][CH3:29])=[CH:24][CH:23]=1)#[CH:21].C(N(CC)CC)C.[I-]. (2) Given the product [NH2:30][C@H:26]1[CH2:27][CH2:28][CH2:29][N:24]([C:4]2[C:3](=[O:38])[N:2]([CH3:1])[CH:7]=[C:6]([N:8]3[C:16]4[CH:15]=[C:14]([C:17]5[CH:22]=[N:21][CH:20]=[C:19]([CH3:23])[N:18]=5)[N:13]=[CH:12][C:11]=4[CH:10]=[N:9]3)[N:5]=2)[CH2:25]1, predict the reactants needed to synthesize it. The reactants are: [CH3:1][N:2]1[CH:7]=[C:6]([N:8]2[C:16]3[CH:15]=[C:14]([C:17]4[CH:22]=[N:21][CH:20]=[C:19]([CH3:23])[N:18]=4)[N:13]=[CH:12][C:11]=3[CH:10]=[N:9]2)[N:5]=[C:4]([N:24]2[CH2:29][CH2:28][CH2:27][C@H:26]([NH:30]C(=O)OC(C)(C)C)[CH2:25]2)[C:3]1=[O:38]. (3) Given the product [CH3:9][C:10]([O:13][C:14]([NH:8][C@H:4]([C:5]([OH:7])=[O:6])[CH2:3][CH:2]=[CH2:1])=[O:15])([CH3:12])[CH3:11], predict the reactants needed to synthesize it. The reactants are: [CH2:1]=[CH:2][CH2:3][C@H:4]([NH2:8])[C:5]([OH:7])=[O:6].[CH3:9][C:10]([O:13][C:14](O[C:14]([O:13][C:10]([CH3:12])([CH3:11])[CH3:9])=[O:15])=[O:15])([CH3:12])[CH3:11].C(N(CC)CC)C. (4) Given the product [OH:33][CH:32]([C:29]1[CH:30]=[CH:31][N:26]=[CH:27][CH:28]=1)[C:18]1[CH:19]=[C:20]([CH:23]=[CH:24][CH:25]=1)[C:21]#[N:22], predict the reactants needed to synthesize it. The reactants are: CN(C)CCOCCN(C)C.C([Mg]Cl)(C)C.I[C:18]1[CH:19]=[C:20]([CH:23]=[CH:24][CH:25]=1)[C:21]#[N:22].[N:26]1[CH:31]=[CH:30][C:29]([CH:32]=[O:33])=[CH:28][CH:27]=1. (5) Given the product [N:1]1([C:12](=[O:13])[C:11]([F:18])([F:17])[F:10])[C:9]2[C:4](=[CH:5][CH:6]=[CH:7][CH:8]=2)[CH2:3][CH2:2]1, predict the reactants needed to synthesize it. The reactants are: [NH:1]1[C:9]2[C:4](=[CH:5][CH:6]=[CH:7][CH:8]=2)[CH2:3][CH2:2]1.[F:10][C:11]([F:18])([F:17])[C:12](OCC)=[O:13]. (6) Given the product [Cl:1][C:2]1[N:3]=[C:4]([C:17]2[O:18][CH:19]=[CH:20][CH:21]=2)[C:5]2[S:10][CH:9]=[CH:8][C:6]=2[N:7]=1, predict the reactants needed to synthesize it. The reactants are: [Cl:1][C:2]1[N:3]=[C:4](Cl)[C:5]2[S:10][CH:9]=[CH:8][C:6]=2[N:7]=1.C([Sn](CCCC)(CCCC)[C:17]1[O:18][CH:19]=[CH:20][CH:21]=1)CCC. (7) Given the product [OH:3][CH2:4][CH:5]1[CH2:10][CH2:9][CH2:8][N:7]([C:11]2[CH:12]=[CH:13][C:14]([CH3:32])=[C:15]([CH:31]=2)[C:16]([NH:18][C:19]2[C:20]([CH3:30])=[CH:21][C:22]([C:23]([OH:25])=[O:24])=[CH:27][C:28]=2[CH3:29])=[O:17])[CH2:6]1, predict the reactants needed to synthesize it. The reactants are: [OH-].[Na+].[OH:3][CH2:4][CH:5]1[CH2:10][CH2:9][CH2:8][N:7]([C:11]2[CH:12]=[CH:13][C:14]([CH3:32])=[C:15]([CH:31]=2)[C:16]([NH:18][C:19]2[C:28]([CH3:29])=[CH:27][C:22]([C:23]([O:25]C)=[O:24])=[CH:21][C:20]=2[CH3:30])=[O:17])[CH2:6]1.CO.